From a dataset of Forward reaction prediction with 1.9M reactions from USPTO patents (1976-2016). Predict the product of the given reaction. (1) Given the reactants [O:1]1[CH2:6][C:5](=O)[CH2:4][C:3](=[O:8])[CH2:2]1.[Cl:9][C:10]1[CH:11]=[C:12]([CH:15]=[CH:16][C:17]=1[Br:18])[CH:13]=O.[NH2:19][C:20]1[N:24]([CH3:25])[NH:23][C:22](=[O:26])[CH:21]=1, predict the reaction product. The product is: [Br:18][C:17]1[CH:16]=[CH:15][C:12]([CH:13]2[C:21]3[C:22](=[O:26])[NH:23][N:24]([CH3:25])[C:20]=3[NH:19][C:5]3[CH2:6][O:1][CH2:2][C:3](=[O:8])[C:4]2=3)=[CH:11][C:10]=1[Cl:9]. (2) Given the reactants C(O[C:4](=[O:22])[C:5](=[CH:11][NH:12][C:13]1[CH:14]=[CH:15][C:16]([O:19][CH2:20][CH3:21])=[N:17][CH:18]=1)[C:6]([O:8][CH2:9][CH3:10])=[O:7])C, predict the reaction product. The product is: [CH2:20]([O:19][C:16]1[N:17]=[C:18]2[C:13](=[CH:14][CH:15]=1)[NH:12][CH:11]=[C:5]([C:6]([O:8][CH2:9][CH3:10])=[O:7])[C:4]2=[O:22])[CH3:21].